Regression. Given two drug SMILES strings and cell line genomic features, predict the synergy score measuring deviation from expected non-interaction effect. From a dataset of NCI-60 drug combinations with 297,098 pairs across 59 cell lines. (1) Drug 1: CC1=C(N=C(N=C1N)C(CC(=O)N)NCC(C(=O)N)N)C(=O)NC(C(C2=CN=CN2)OC3C(C(C(C(O3)CO)O)O)OC4C(C(C(C(O4)CO)O)OC(=O)N)O)C(=O)NC(C)C(C(C)C(=O)NC(C(C)O)C(=O)NCCC5=NC(=CS5)C6=NC(=CS6)C(=O)NCCC[S+](C)C)O. Drug 2: COC1=C2C(=CC3=C1OC=C3)C=CC(=O)O2. Cell line: HCC-2998. Synergy scores: CSS=25.3, Synergy_ZIP=14.9, Synergy_Bliss=9.19, Synergy_Loewe=9.43, Synergy_HSA=6.69. (2) Drug 1: CC1OCC2C(O1)C(C(C(O2)OC3C4COC(=O)C4C(C5=CC6=C(C=C35)OCO6)C7=CC(=C(C(=C7)OC)O)OC)O)O. Drug 2: N.N.Cl[Pt+2]Cl. Cell line: HL-60(TB). Synergy scores: CSS=48.8, Synergy_ZIP=-0.585, Synergy_Bliss=-2.66, Synergy_Loewe=-28.4, Synergy_HSA=-3.79. (3) Drug 1: CN(C)N=NC1=C(NC=N1)C(=O)N. Drug 2: C#CCC(CC1=CN=C2C(=N1)C(=NC(=N2)N)N)C3=CC=C(C=C3)C(=O)NC(CCC(=O)O)C(=O)O. Cell line: HS 578T. Synergy scores: CSS=5.65, Synergy_ZIP=-1.06, Synergy_Bliss=0.277, Synergy_Loewe=-9.45, Synergy_HSA=-0.961. (4) Drug 1: CCCS(=O)(=O)NC1=C(C(=C(C=C1)F)C(=O)C2=CNC3=C2C=C(C=N3)C4=CC=C(C=C4)Cl)F. Drug 2: CN(C)N=NC1=C(NC=N1)C(=O)N. Cell line: MOLT-4. Synergy scores: CSS=21.7, Synergy_ZIP=18.4, Synergy_Bliss=19.4, Synergy_Loewe=16.5, Synergy_HSA=17.2.